Predict the reactants needed to synthesize the given product. From a dataset of Full USPTO retrosynthesis dataset with 1.9M reactions from patents (1976-2016). (1) Given the product [Cl:11][C:8]1[CH:9]=[C:10]2[C:5](=[CH:6][CH:7]=1)[NH:4][C:3](=[O:12])[C:2]2([NH:28][C@@H:29]([CH:35]1[CH2:40][CH2:39][CH2:38][CH2:37][CH2:36]1)[C:30]([N:32]([CH3:34])[CH3:33])=[O:31])[C:13]1[CH:18]=[CH:17][CH:16]=[CH:15][C:14]=1[O:19][CH3:20], predict the reactants needed to synthesize it. The reactants are: Cl[C:2]1([C:13]2[CH:18]=[CH:17][CH:16]=[CH:15][C:14]=2[O:19][CH3:20])[C:10]2[C:5](=[CH:6][CH:7]=[C:8]([Cl:11])[CH:9]=2)[NH:4][C:3]1=[O:12].FC(F)(F)C(O)=O.[NH2:28][C@@H:29]([CH:35]1[CH2:40][CH2:39][CH2:38][CH2:37][CH2:36]1)[C:30]([N:32]([CH3:34])[CH3:33])=[O:31]. (2) The reactants are: [Si]([O:18][CH:19]1[CH2:20][CH2:21][C:22]2[C:45]([O:46][CH3:47])=[C:44]([O:48][CH3:49])[C:43]([O:50][CH3:51])=[CH:42][C:23]=2[C:24]([C:26]2[CH:27]=[CH:28][C:29]([O:40][CH3:41])=[C:30]([CH:39]=2)[O:31][Si](C(C)(C)C)(C)C)=[CH:25]1)(C(C)(C)C)(C1C=CC=CC=1)C1C=CC=CC=1.CCCC[N+](CCCC)(CCCC)CCCC.[F-]. Given the product [OH:31][C:30]1[CH:39]=[C:26]([C:24]2=[CH:25][CH:19]([OH:18])[CH2:20][CH2:21][C:22]3[C:45]([O:46][CH3:47])=[C:44]([O:48][CH3:49])[C:43]([O:50][CH3:51])=[CH:42][C:23]2=3)[CH:27]=[CH:28][C:29]=1[O:40][CH3:41], predict the reactants needed to synthesize it. (3) Given the product [CH2:14]([C:12]1[C:11]([C:16]([F:17])([F:18])[F:19])=[CH:10][C:9]2[NH:20][C:21](=[O:37])[CH2:22][C:23]([C:24]3[CH:29]=[CH:28][CH:27]=[C:26]([C:30]4[CH:31]=[N:32][CH:33]=[CH:34][CH:35]=4)[CH:25]=3)=[N:7][C:8]=2[CH:13]=1)[CH3:15], predict the reactants needed to synthesize it. The reactants are: C(OC(=O)[NH:7][C:8]1[CH:13]=[C:12]([CH2:14][CH3:15])[C:11]([C:16]([F:19])([F:18])[F:17])=[CH:10][C:9]=1[NH:20][C:21](=[O:37])[CH2:22][C:23](=O)[C:24]1[CH:29]=[CH:28][CH:27]=[C:26]([C:30]2[CH:31]=[N:32][CH:33]=[CH:34][CH:35]=2)[CH:25]=1)(C)(C)C.C(O)(C(F)(F)F)=O. (4) Given the product [N:1]1[N:9]2[C:4]([CH2:5][CH2:6][S:7][CH2:8]2)=[CH:3][C:2]=1[CH:10]=[O:11], predict the reactants needed to synthesize it. The reactants are: [N:1]1[N:9]2[C:4]([CH2:5][CH2:6][S:7][CH2:8]2)=[CH:3][C:2]=1[CH2:10][OH:11]. (5) Given the product [CH2:33]([O:32][C@@H:4]([CH2:5][C:6]1[CH:11]=[CH:10][C:9]([O:12][CH2:13][C:14]2[N:15]=[C:16]([C:20]3[CH:21]=[CH:22][C:23]([O:26][CH:27]([CH3:29])[CH3:28])=[CH:24][CH:25]=3)[O:17][C:18]=2[CH3:19])=[CH:8][C:7]=1[CH2:30][CH3:31])[C:3]([OH:35])=[O:2])[CH3:34], predict the reactants needed to synthesize it. The reactants are: C[O:2][C:3](=[O:35])[C@@H:4]([O:32][CH2:33][CH3:34])[CH2:5][C:6]1[CH:11]=[CH:10][C:9]([O:12][CH2:13][C:14]2[N:15]=[C:16]([C:20]3[CH:25]=[CH:24][C:23]([O:26][CH:27]([CH3:29])[CH3:28])=[CH:22][CH:21]=3)[O:17][C:18]=2[CH3:19])=[CH:8][C:7]=1[CH2:30][CH3:31].[Li+].[OH-]. (6) Given the product [NH2:19][C:14]1[CH:15]=[N:16][N:17]([CH3:18])[C:13]=1[N:9]1[CH2:10][CH2:11][CH2:12][CH:6]([NH:5][C:3](=[O:4])[C:2]([F:1])([F:23])[F:24])[CH:7]([F:22])[CH2:8]1, predict the reactants needed to synthesize it. The reactants are: [F:1][C:2]([F:24])([F:23])[C:3]([NH:5][CH:6]1[CH2:12][CH2:11][CH2:10][N:9]([C:13]2[N:17]([CH3:18])[N:16]=[CH:15][C:14]=2[N+:19]([O-])=O)[CH2:8][CH:7]1[F:22])=[O:4].C([O-])=O.[NH4+].